Dataset: Forward reaction prediction with 1.9M reactions from USPTO patents (1976-2016). Task: Predict the product of the given reaction. (1) Given the reactants C[Si]([C:5]#[C:6][C:7]1[CH:8]=[C:9]([NH:13][C:14](=[O:20])[O:15][C:16]([CH3:19])([CH3:18])[CH3:17])[CH:10]=[N:11][CH:12]=1)(C)C.CO.C(=O)([O-])[O-].[K+].[K+], predict the reaction product. The product is: [C:6]([C:7]1[CH:8]=[C:9]([NH:13][C:14](=[O:20])[O:15][C:16]([CH3:18])([CH3:17])[CH3:19])[CH:10]=[N:11][CH:12]=1)#[CH:5]. (2) The product is: [CH:1]([NH:4][C:19]1[CH:24]=[CH:23][CH:22]=[C:21]([CH2:25][N:26]2[CH2:31][CH2:30][CH2:29][CH2:28][CH2:27]2)[CH:20]=1)([CH3:3])[CH3:2]. Given the reactants [CH:1]([N:4]([C:19]1[CH:24]=[CH:23][CH:22]=[C:21]([CH2:25][N:26]2[CH2:31][CH2:30][CH2:29][CH2:28][CH2:27]2)[CH:20]=1)C(=O)CCN1CCNC1=C(C#N)C#N)([CH3:3])[CH3:2].C(CCN1CCN(COC)C1=C(C#N)C#N)(O)=O, predict the reaction product. (3) Given the reactants Cl.[Cl:2][C:3]1[CH:4]=[C:5]([NH:10]N)[CH:6]=[C:7]([Cl:9])[CH:8]=1.ClC1C=[C:20]2[C:16]([C:17](C)(C)CN2)=[CH:15]C=1, predict the reaction product. The product is: [Cl:2][C:3]1[CH:8]=[C:7]([Cl:9])[CH:6]=[C:5]2[C:4]=1[C:16]([CH3:20])([CH3:17])[CH2:15][NH:10]2. (4) Given the reactants Cl[C:2]1[N:7]=[C:6]([NH:8][C:9]2[CH:14]=[CH:13][C:12]3[O:15][CH2:16][CH2:17][O:18][C:11]=3[CH:10]=2)[C:5]([F:19])=[CH:4][N:3]=1.[NH2:20][CH:21]=[C:22]1[CH:26]=[CH:25][O:24][CH2:23]1, predict the reaction product. The product is: [CH2:17]1[CH2:16][O:15][C:12]2[CH:13]=[CH:14][C:9]([NH:8][C:6]3[C:5]([F:19])=[CH:4][N:3]=[C:2]([N:20]=[CH:21][C:22]4[CH:26]=[CH:25][O:24][CH:23]=4)[N:7]=3)=[CH:10][C:11]=2[O:18]1. (5) Given the reactants [Br:1][C:2]1[CH:15]=[C:14]([F:16])[C:13]2[O:12][C:11]3[C:6](=[CH:7][C:8]([O:17]C)=[CH:9][CH:10]=3)[C@:5]3([N:23]=[C:22]([NH2:24])[CH2:21][O:20][CH2:19]3)[C:4]=2[CH:3]=1.B(Br)(Br)Br, predict the reaction product. The product is: [NH2:24][C:22]1[CH2:21][O:20][CH2:19][C@:5]2([C:4]3[CH:3]=[C:2]([Br:1])[CH:15]=[C:14]([F:16])[C:13]=3[O:12][C:11]3[C:6]2=[CH:7][C:8]([OH:17])=[CH:9][CH:10]=3)[N:23]=1.